From a dataset of CYP2C19 inhibition data for predicting drug metabolism from PubChem BioAssay. Regression/Classification. Given a drug SMILES string, predict its absorption, distribution, metabolism, or excretion properties. Task type varies by dataset: regression for continuous measurements (e.g., permeability, clearance, half-life) or binary classification for categorical outcomes (e.g., BBB penetration, CYP inhibition). Dataset: cyp2c19_veith. (1) The result is 0 (non-inhibitor). The compound is NCCCNCCCCN(CCCN)/[N+]([O-])=N/O. (2) The drug is COc1ccc(NC(=O)N2CCCC3(CCN(C(=O)c4ccco4)CC3)C2)cc1. The result is 0 (non-inhibitor). (3) The molecule is COc1ccc(NC(=O)N2CCC(C(=O)c3ccc(F)cc3)CC2)cc1. The result is 1 (inhibitor).